Dataset: Peptide-MHC class I binding affinity with 185,985 pairs from IEDB/IMGT. Task: Regression. Given a peptide amino acid sequence and an MHC pseudo amino acid sequence, predict their binding affinity value. This is MHC class I binding data. (1) The peptide sequence is VLDMCAALK. The binding affinity (normalized) is 0.735. The MHC is HLA-A03:01 with pseudo-sequence HLA-A03:01. (2) The MHC is HLA-A02:03 with pseudo-sequence HLA-A02:03. The peptide sequence is LLLWISVKV. The binding affinity (normalized) is 0.511. (3) The peptide sequence is EAAGIFMTA. The MHC is HLA-A68:02 with pseudo-sequence HLA-A68:02. The binding affinity (normalized) is 1.00. (4) The peptide sequence is SSRGYSAIW. The MHC is HLA-A02:03 with pseudo-sequence HLA-A02:03. The binding affinity (normalized) is 0.0847. (5) The peptide sequence is GLQSQQGHLA. The MHC is Patr-A0701 with pseudo-sequence Patr-A0701. The binding affinity (normalized) is 0.0225. (6) The peptide sequence is LGGVAVGI. The MHC is HLA-B15:01 with pseudo-sequence HLA-B15:01. The binding affinity (normalized) is 0. (7) The peptide sequence is RPMTFKAAV. The MHC is HLA-A26:01 with pseudo-sequence HLA-A26:01. The binding affinity (normalized) is 0.